From a dataset of Forward reaction prediction with 1.9M reactions from USPTO patents (1976-2016). Predict the product of the given reaction. (1) Given the reactants [F:1][CH:2]([F:29])[O:3][C:4]1[C:5]([O:23][CH2:24][CH2:25][CH:26]([CH3:28])[CH3:27])=[C:6](/[CH:10]=[CH:11]/[C:12]2[N:13]=[C:14]3[N:18]([C:19]=2[C:20]([OH:22])=O)[CH:17]=[CH:16][S:15]3)[CH:7]=[CH:8][CH:9]=1.[F:30][C:31]([F:39])([F:38])[C:32]1[N:33]=[C:34]([NH2:37])[S:35][CH:36]=1.CCN=C=NCCCN(C)C.Cl, predict the reaction product. The product is: [F:29][CH:2]([F:1])[O:3][C:4]1[C:5]([O:23][CH2:24][CH2:25][CH:26]([CH3:27])[CH3:28])=[C:6](/[CH:10]=[CH:11]/[C:12]2[N:13]=[C:14]3[N:18]([C:19]=2[C:20]([NH:37][C:34]2[S:35][CH:36]=[C:32]([C:31]([F:39])([F:38])[F:30])[N:33]=2)=[O:22])[CH:17]=[CH:16][S:15]3)[CH:7]=[CH:8][CH:9]=1. (2) The product is: [CH2:10]([O:1][CH2:2][C:3]([O:5][CH2:6][CH3:7])=[O:4])[C:11]1[CH:16]=[CH:15][CH:14]=[CH:13][CH:12]=1. Given the reactants [OH:1][CH2:2][C:3]([O:5][CH2:6][CH3:7])=[O:4].[H-].[Na+].[CH2:10](Br)[C:11]1[CH:16]=[CH:15][CH:14]=[CH:13][CH:12]=1, predict the reaction product. (3) Given the reactants [CH3:1]/[C:2](/[CH2:11][CH2:12][CH:13]=[C:14]([CH3:16])[CH3:15])=[CH:3]\[CH2:4][CH2:5][C:6]([CH:8]1[CH2:10][CH2:9]1)=[CH2:7].[C:17]([OH:23])(=[O:22])[C:18]([CH3:21])([CH3:20])[CH3:19], predict the reaction product. The product is: [C:17]([O:23][CH2:10][CH2:9][CH:8]=[C:6]([CH3:7])[CH2:5][CH2:4]/[CH:3]=[C:2](\[CH3:1])/[CH2:11][CH2:12][CH:13]=[C:14]([CH3:16])[CH3:15])(=[O:22])[C:18]([CH3:21])([CH3:20])[CH3:19]. (4) Given the reactants C[Si](Cl)(C)C.[I-].[Na+].[CH2:8]([O:10][C:11](=[O:36])[CH2:12][C:13]1(O)[C:22]2[N:21]([CH2:23][C:24]3[CH:29]=[CH:28][C:27]([Cl:30])=[CH:26][CH:25]=3)[C:20]([C:31]([CH3:34])([CH3:33])[CH3:32])=[N:19][C:18]=2[CH2:17][CH2:16][CH2:15][CH2:14]1)[CH3:9], predict the reaction product. The product is: [CH2:8]([O:10][C:11](=[O:36])[CH2:12][CH:13]1[C:22]2[N:21]([CH2:23][C:24]3[CH:25]=[CH:26][C:27]([Cl:30])=[CH:28][CH:29]=3)[C:20]([C:31]([CH3:34])([CH3:33])[CH3:32])=[N:19][C:18]=2[CH2:17][CH2:16][CH2:15][CH2:14]1)[CH3:9]. (5) The product is: [Br:1][C:2]1[C:9]([O:10][C:16]2[CH:21]=[CH:20][C:19]([N+:22]([O-:24])=[O:23])=[CH:18][CH:17]=2)=[C:8]([O:11][CH3:12])[CH:7]=[CH:6][C:3]=1[CH:4]=[O:5]. Given the reactants [Br:1][C:2]1[C:9]([OH:10])=[C:8]([O:11][CH3:12])[CH:7]=[CH:6][C:3]=1[CH:4]=[O:5].[OH-].[K+].F[C:16]1[CH:21]=[CH:20][C:19]([N+:22]([O-:24])=[O:23])=[CH:18][CH:17]=1, predict the reaction product.